Dataset: Forward reaction prediction with 1.9M reactions from USPTO patents (1976-2016). Task: Predict the product of the given reaction. (1) Given the reactants [N+:1]([C:4]1[CH:5]=[C:6]([C:10]2[N:18]=[C:17]3[C:13]([N:14]([C:21]([N:23]4[CH2:27][CH2:26][CH2:25][CH2:24]4)=[O:22])[C:15](=[O:20])[N:16]3[CH3:19])=[CH:12][N:11]=2)[CH:7]=[CH:8][CH:9]=1)([O-])=O, predict the reaction product. The product is: [NH2:1][C:4]1[CH:5]=[C:6]([C:10]2[N:18]=[C:17]3[C:13]([N:14]([C:21]([N:23]4[CH2:24][CH2:25][CH2:26][CH2:27]4)=[O:22])[C:15](=[O:20])[N:16]3[CH3:19])=[CH:12][N:11]=2)[CH:7]=[CH:8][CH:9]=1. (2) Given the reactants C([O:8][C@@H:9]1[C@@H:14]([O:15]CC2C=CC=CC=2)[C@H:13]([O:23]CC2C=CC=CC=2)[C@@H:12]([CH2:31][O:32]CC2C=CC=CC=2)[O:11][C@H:10]1[C:40]1[NH:41][C:42]([CH2:45][C:46]2[CH:51]=[CH:50][C:49]([CH2:52][CH3:53])=[CH:48][CH:47]=2)=[CH:43][CH:44]=1)C1C=CC=CC=1.[H][H], predict the reaction product. The product is: [CH2:52]([C:49]1[CH:50]=[CH:51][C:46]([CH2:45][C:42]2[NH:41][C:40]([C@@H:10]3[O:11][C@H:12]([CH2:31][OH:32])[C@@H:13]([OH:23])[C@H:14]([OH:15])[C@H:9]3[OH:8])=[CH:44][CH:43]=2)=[CH:47][CH:48]=1)[CH3:53]. (3) Given the reactants C([N:8]1[CH2:13][CH2:12][N:11]([C:14]2[N:15]=[C:16]([C:28]3[CH:29]=[C:30]4[C:34](=[CH:35][CH:36]=3)[N:33](CC3C=CC(OC)=CC=3)[N:32]=[C:31]4[CH3:46])[N:17]=[N:18][C:19]=2[CH2:20][CH2:21][C:22]2[CH:27]=[CH:26][CH:25]=[CH:24][CH:23]=2)[CH2:10][CH2:9]1)(OC(C)(C)C)=O.FC(F)(F)C(O)=O, predict the reaction product. The product is: [CH3:46][C:31]1[C:30]2[C:34](=[CH:35][CH:36]=[C:28]([C:16]3[N:17]=[N:18][C:19]([CH2:20][CH2:21][C:22]4[CH:27]=[CH:26][CH:25]=[CH:24][CH:23]=4)=[C:14]([N:11]4[CH2:10][CH2:9][NH:8][CH2:13][CH2:12]4)[N:15]=3)[CH:29]=2)[NH:33][N:32]=1. (4) The product is: [NH2:1][C:2]1[C:6]([NH2:7])=[CH:5][N:4]([C:10]2[CH:15]=[CH:14][CH:13]=[CH:12][CH:11]=2)[N:3]=1. Given the reactants [NH2:1][C:2]1[C:6]([N+:7]([O-])=O)=[CH:5][N:4]([C:10]2[CH:15]=[CH:14][CH:13]=[CH:12][CH:11]=2)[N:3]=1.Cl, predict the reaction product. (5) Given the reactants [Cl:1][C:2]1[CH:7]=[CH:6][C:5]([CH2:8]Cl)=[CH:4][N:3]=1.[NH2:10][C:11]1[N:16]=[CH:15][CH:14]=[CH:13][N:12]=1, predict the reaction product. The product is: [ClH:1].[Cl:1][C:2]1[N:3]=[CH:4][C:5]([CH2:8][N:16]2[CH:15]=[CH:14][CH:13]=[N:12][C:11]2=[NH:10])=[CH:6][CH:7]=1. (6) Given the reactants Br[C:2](=[CH2:13])[CH2:3][CH2:4][O:5][Si:6]([C:9]([CH3:12])([CH3:11])[CH3:10])([CH3:8])[CH3:7].C([Li])(C)(C)C.[Si:19]([O:26][CH2:27]/[CH:28]=[N:29]/[S@:30]([C:32]([CH3:35])([CH3:34])[CH3:33])=[O:31])([C:22]([CH3:25])([CH3:24])[CH3:23])([CH3:21])[CH3:20], predict the reaction product. The product is: [CH3:33][C:32]([S@@:30]([NH:29][C@@H:28]([C:2](=[CH2:13])[CH2:3][CH2:4][O:5][Si:6]([CH3:8])([CH3:7])[C:9]([CH3:10])([CH3:11])[CH3:12])[CH2:27][O:26][Si:19]([CH3:21])([CH3:20])[C:22]([CH3:25])([CH3:24])[CH3:23])=[O:31])([CH3:35])[CH3:34]. (7) Given the reactants Cl.[CH3:2][C:3]1[N:8]=[C:7]([NH2:9])[N:6]=[C:5]([NH:10][CH2:11][CH2:12][CH2:13][CH2:14][CH3:15])[C:4]=1[CH2:16][C:17]1[CH:22]=[CH:21][C:20]([CH2:23][O:24]C2CCCCO2)=[CH:19][CH:18]=1, predict the reaction product. The product is: [NH2:9][C:7]1[N:8]=[C:3]([CH3:2])[C:4]([CH2:16][C:17]2[CH:22]=[CH:21][C:20]([CH2:23][OH:24])=[CH:19][CH:18]=2)=[C:5]([NH:10][CH2:11][CH2:12][CH2:13][CH2:14][CH3:15])[N:6]=1. (8) Given the reactants Br[C:2]1[C:10]2[C:5](=[CH:6][C:7]([C:11]([O:13][CH3:14])=[O:12])=[CH:8][CH:9]=2)[N:4]([CH:15]([CH3:17])[CH3:16])[N:3]=1.[Cl:18][C:19]1[CH:24]=[CH:23][CH:22]=[CH:21][C:20]=1B(O)O.C(=O)([O-])[O-], predict the reaction product. The product is: [Cl:18][C:19]1[CH:24]=[CH:23][CH:22]=[CH:21][C:20]=1[C:2]1[C:10]2[C:5](=[CH:6][C:7]([C:11]([O:13][CH3:14])=[O:12])=[CH:8][CH:9]=2)[N:4]([CH:15]([CH3:17])[CH3:16])[N:3]=1. (9) Given the reactants [C-:1]#[C-:2].[Li+].[Li+].[C:5]([O:9][C:10]([N:12]1[CH2:17][CH2:16][CH:15]([CH3:18])[CH:14]([CH2:19]OS(C2C=CC(C)=CC=2)(=O)=O)[CH2:13]1)=[O:11])([CH3:8])([CH3:7])[CH3:6], predict the reaction product. The product is: [C:5]([O:9][C:10]([N:12]1[CH2:17][CH2:16][CH:15]([CH3:18])[CH:14]([CH2:19][C:1]#[CH:2])[CH2:13]1)=[O:11])([CH3:6])([CH3:7])[CH3:8].